This data is from NCI-60 drug combinations with 297,098 pairs across 59 cell lines. The task is: Regression. Given two drug SMILES strings and cell line genomic features, predict the synergy score measuring deviation from expected non-interaction effect. (1) Drug 1: CS(=O)(=O)C1=CC(=C(C=C1)C(=O)NC2=CC(=C(C=C2)Cl)C3=CC=CC=N3)Cl. Drug 2: CC1=C2C(C(=O)C3(C(CC4C(C3C(C(C2(C)C)(CC1OC(=O)C(C(C5=CC=CC=C5)NC(=O)C6=CC=CC=C6)O)O)OC(=O)C7=CC=CC=C7)(CO4)OC(=O)C)O)C)OC(=O)C. Cell line: M14. Synergy scores: CSS=38.1, Synergy_ZIP=8.82, Synergy_Bliss=9.85, Synergy_Loewe=-32.9, Synergy_HSA=6.88. (2) Drug 1: CN(C(=O)NC(C=O)C(C(C(CO)O)O)O)N=O. Drug 2: C1CNP(=O)(OC1)N(CCCl)CCCl. Cell line: MDA-MB-435. Synergy scores: CSS=-1.76, Synergy_ZIP=-0.246, Synergy_Bliss=-2.85, Synergy_Loewe=-3.64, Synergy_HSA=-3.46. (3) Cell line: PC-3. Drug 2: CCC1(CC2CC(C3=C(CCN(C2)C1)C4=CC=CC=C4N3)(C5=C(C=C6C(=C5)C78CCN9C7C(C=CC9)(C(C(C8N6C)(C(=O)OC)O)OC(=O)C)CC)OC)C(=O)OC)O.OS(=O)(=O)O. Drug 1: CC1CCC2CC(C(=CC=CC=CC(CC(C(=O)C(C(C(=CC(C(=O)CC(OC(=O)C3CCCCN3C(=O)C(=O)C1(O2)O)C(C)CC4CCC(C(C4)OC)O)C)C)O)OC)C)C)C)OC. Synergy scores: CSS=0.508, Synergy_ZIP=1.34, Synergy_Bliss=4.95, Synergy_Loewe=2.70, Synergy_HSA=2.67. (4) Drug 1: C1=CC(=CC=C1CC(C(=O)O)N)N(CCCl)CCCl.Cl. Drug 2: C1CC(=O)NC(=O)C1N2C(=O)C3=CC=CC=C3C2=O. Cell line: SK-OV-3. Synergy scores: CSS=17.1, Synergy_ZIP=-3.13, Synergy_Bliss=8.86, Synergy_Loewe=3.23, Synergy_HSA=7.39. (5) Drug 1: CCC1=CC2CC(C3=C(CN(C2)C1)C4=CC=CC=C4N3)(C5=C(C=C6C(=C5)C78CCN9C7C(C=CC9)(C(C(C8N6C)(C(=O)OC)O)OC(=O)C)CC)OC)C(=O)OC.C(C(C(=O)O)O)(C(=O)O)O. Drug 2: C1CN(P(=O)(OC1)NCCCl)CCCl. Cell line: NCI-H322M. Synergy scores: CSS=19.4, Synergy_ZIP=3.07, Synergy_Bliss=0.656, Synergy_Loewe=-41.3, Synergy_HSA=0.366. (6) Drug 1: C1=NC2=C(N1)C(=S)N=C(N2)N. Drug 2: C1=CN(C=N1)CC(O)(P(=O)(O)O)P(=O)(O)O. Cell line: SNB-19. Synergy scores: CSS=6.07, Synergy_ZIP=-1.30, Synergy_Bliss=-2.14, Synergy_Loewe=-6.06, Synergy_HSA=-3.93. (7) Cell line: EKVX. Drug 2: CN1C(=O)N2C=NC(=C2N=N1)C(=O)N. Synergy scores: CSS=1.41, Synergy_ZIP=-1.12, Synergy_Bliss=1.45, Synergy_Loewe=-5.75, Synergy_HSA=-0.0858. Drug 1: C1=CC(=CC=C1C#N)C(C2=CC=C(C=C2)C#N)N3C=NC=N3. (8) Drug 1: CC1=C(C=C(C=C1)C(=O)NC2=CC(=CC(=C2)C(F)(F)F)N3C=C(N=C3)C)NC4=NC=CC(=N4)C5=CN=CC=C5. Drug 2: CC1=C(C(=CC=C1)Cl)NC(=O)C2=CN=C(S2)NC3=CC(=NC(=N3)C)N4CCN(CC4)CCO. Cell line: UO-31. Synergy scores: CSS=0.659, Synergy_ZIP=3.88, Synergy_Bliss=5.00, Synergy_Loewe=-9.54, Synergy_HSA=-6.40. (9) Drug 1: CC12CCC(CC1=CCC3C2CCC4(C3CC=C4C5=CN=CC=C5)C)O. Drug 2: C1=CC(=CC=C1CCCC(=O)O)N(CCCl)CCCl. Cell line: OVCAR-5. Synergy scores: CSS=13.1, Synergy_ZIP=-7.05, Synergy_Bliss=-1.51, Synergy_Loewe=-4.26, Synergy_HSA=-0.579. (10) Drug 1: CC1=C(N=C(N=C1N)C(CC(=O)N)NCC(C(=O)N)N)C(=O)NC(C(C2=CN=CN2)OC3C(C(C(C(O3)CO)O)O)OC4C(C(C(C(O4)CO)O)OC(=O)N)O)C(=O)NC(C)C(C(C)C(=O)NC(C(C)O)C(=O)NCCC5=NC(=CS5)C6=NC(=CS6)C(=O)NCCC[S+](C)C)O. Drug 2: CCC1(C2=C(COC1=O)C(=O)N3CC4=CC5=C(C=CC(=C5CN(C)C)O)N=C4C3=C2)O.Cl. Cell line: T-47D. Synergy scores: CSS=42.0, Synergy_ZIP=0.367, Synergy_Bliss=1.09, Synergy_Loewe=4.68, Synergy_HSA=6.70.